Predict which catalyst facilitates the given reaction. From a dataset of Catalyst prediction with 721,799 reactions and 888 catalyst types from USPTO. (1) The catalyst class is: 293. Product: [C:34]([O:33][C:31](=[O:32])[CH2:30][C@@:10]1([C:14]([NH:16][CH:17]2[CH2:22][CH2:21][N:20]([C:23]([O:25][C:26]([CH3:29])([CH3:28])[CH3:27])=[O:24])[CH2:19][CH2:18]2)=[O:15])[C@H:11]([CH3:13])[CH2:12][NH:8][CH2:9]1)([CH3:37])([CH3:35])[CH3:36]. Reactant: C([N:8]1[CH2:12][C@@H:11]([CH3:13])[C@@:10]([CH2:30][C:31]([O:33][C:34]([CH3:37])([CH3:36])[CH3:35])=[O:32])([C:14]([NH:16][CH:17]2[CH2:22][CH2:21][N:20]([C:23]([O:25][C:26]([CH3:29])([CH3:28])[CH3:27])=[O:24])[CH2:19][CH2:18]2)=[O:15])[CH2:9]1)C1C=CC=CC=1. (2) Reactant: [CH:1]1([S:4]([C:7]2[CH:12]=[CH:11][C:10]([CH:13]([C:21]3[NH:25][C:24]([C:26]4[S:27][C:28]([CH:31]5[CH2:35][O:34]C(C)(C)[O:32]5)=[CH:29][N:30]=4)=[CH:23][CH:22]=3)[CH2:14][CH:15]3[CH2:20][CH2:19][O:18][CH2:17][CH2:16]3)=[CH:9][CH:8]=2)(=[O:6])=[O:5])[CH2:3][CH2:2]1.Cl. Product: [CH:1]1([S:4]([C:7]2[CH:12]=[CH:11][C:10]([CH:13]([C:21]3[NH:25][C:24]([C:26]4[S:27][C:28]([CH:31]([OH:32])[CH2:35][OH:34])=[CH:29][N:30]=4)=[CH:23][CH:22]=3)[CH2:14][CH:15]3[CH2:20][CH2:19][O:18][CH2:17][CH2:16]3)=[CH:9][CH:8]=2)(=[O:5])=[O:6])[CH2:3][CH2:2]1. The catalyst class is: 54. (3) Reactant: [NH2:1][C:2]([C:4]1[CH:5]=[N:6][C:7]2[C:12]([C:13]=1[NH:14][C:15]1[CH:20]=[CH:19][CH:18]=[C:17]([Cl:21])[C:16]=1[Cl:22])=[CH:11][C:10]([N:23]1[CH2:28][CH2:27][N:26](C(OC(C)(C)C)=O)[CH2:25][CH2:24]1)=[C:9]([O:36][CH3:37])[CH:8]=2)=[O:3]. Product: [ClH:21].[ClH:21].[Cl:22][C:16]1[C:17]([Cl:21])=[CH:18][CH:19]=[CH:20][C:15]=1[NH:14][C:13]1[C:12]2[C:7](=[CH:8][C:9]([O:36][CH3:37])=[C:10]([N:23]3[CH2:24][CH2:25][NH:26][CH2:27][CH2:28]3)[CH:11]=2)[N:6]=[CH:5][C:4]=1[C:2]([NH2:1])=[O:3]. The catalyst class is: 330.